Dataset: Reaction yield outcomes from USPTO patents with 853,638 reactions. Task: Predict the reaction yield, written as a fraction of the theoretical maximum amount of product (1.0 means a 100% yield; for example, 0.34 means a 34% yield). The reactants are Br[C:2]1[CH:3]=[CH:4][C:5]2[S:12](=[O:14])(=[O:13])[NH:11][C:8]3([CH2:10][CH2:9]3)[C:6]=2[CH:7]=1.[F:15][C:16]1[CH:24]=[C:23]2[C:19]([C:20](B3OC(C)(C)C(C)(C)O3)=[CH:21][N:22]2[C:25]([O:27][C:28]([CH3:31])([CH3:30])[CH3:29])=[O:26])=[CH:18][CH:17]=1.[O-]P([O-])([O-])=O.[K+].[K+].[K+]. The catalyst is O1CCOCC1.O. The product is [O:13]=[S:12]1(=[O:14])[C:5]2[CH:4]=[CH:3][C:2]([C:20]3[C:19]4[C:23](=[CH:24][C:16]([F:15])=[CH:17][CH:18]=4)[N:22]([C:25]([O:27][C:28]([CH3:31])([CH3:30])[CH3:29])=[O:26])[CH:21]=3)=[CH:7][C:6]=2[C:8]2([CH2:10][CH2:9]2)[NH:11]1. The yield is 0.320.